From a dataset of Reaction yield outcomes from USPTO patents with 853,638 reactions. Predict the reaction yield, written as a fraction of the theoretical maximum amount of product (1.0 means a 100% yield; for example, 0.34 means a 34% yield). The reactants are [CH2:1]([O:8][C:9]1[CH:14]=[CH:13][C:12]([N+:15]([O-])=O)=[CH:11][C:10]=1[F:18])[C:2]1[CH:7]=[CH:6][CH:5]=[CH:4][CH:3]=1.C1(C)C=CC=CC=1.C([O-])=O.[NH4+]. The product is [CH2:1]([O:8][C:9]1[CH:14]=[CH:13][C:12]([NH2:15])=[CH:11][C:10]=1[F:18])[C:2]1[CH:3]=[CH:4][CH:5]=[CH:6][CH:7]=1. The catalyst is [Fe].O. The yield is 0.870.